Dataset: Catalyst prediction with 721,799 reactions and 888 catalyst types from USPTO. Task: Predict which catalyst facilitates the given reaction. Reactant: Cl.[CH:2]([CH:15]1[C:20](=[O:21])[CH2:19][CH2:18][NH:17][CH2:16]1)([C:9]1[CH:14]=[CH:13][CH:12]=[CH:11][CH:10]=1)[C:3]1[CH:8]=[CH:7][CH:6]=[CH:5][CH:4]=1.C(N(C(C)C)CC)(C)C.O[CH2:32][C:33]1[CH:34]=[C:35]([CH2:41][C:42]([O:44][CH3:45])=[O:43])[CH:36]=[CH:37][C:38]=1[O:39][CH3:40].C(=O)([O-])O.[Na+]. Product: [CH:2]([CH:15]1[C:20](=[O:21])[CH2:19][CH2:18][N:17]([CH2:32][C:33]2[CH:34]=[C:35]([CH2:41][C:42]([O:44][CH3:45])=[O:43])[CH:36]=[CH:37][C:38]=2[O:39][CH3:40])[CH2:16]1)([C:9]1[CH:14]=[CH:13][CH:12]=[CH:11][CH:10]=1)[C:3]1[CH:4]=[CH:5][CH:6]=[CH:7][CH:8]=1. The catalyst class is: 4.